This data is from Peptide-MHC class II binding affinity with 134,281 pairs from IEDB. The task is: Regression. Given a peptide amino acid sequence and an MHC pseudo amino acid sequence, predict their binding affinity value. This is MHC class II binding data. (1) The peptide sequence is KKAAAAAAAAHAAK. The MHC is H-2-IAs with pseudo-sequence H-2-IAs. The binding affinity (normalized) is 0.243. (2) The peptide sequence is CLKDRMNFDIPEEIK. The MHC is DRB4_0101 with pseudo-sequence DRB4_0103. The binding affinity (normalized) is 0.0840. (3) The peptide sequence is YESIDNILVKMFKTN. The MHC is HLA-DPA10201-DPB10101 with pseudo-sequence HLA-DPA10201-DPB10101. The binding affinity (normalized) is 0.639.